Dataset: NCI-60 drug combinations with 297,098 pairs across 59 cell lines. Task: Regression. Given two drug SMILES strings and cell line genomic features, predict the synergy score measuring deviation from expected non-interaction effect. (1) Drug 1: CC1=C(C=C(C=C1)NC2=NC=CC(=N2)N(C)C3=CC4=NN(C(=C4C=C3)C)C)S(=O)(=O)N.Cl. Drug 2: C1CCN(CC1)CCOC2=CC=C(C=C2)C(=O)C3=C(SC4=C3C=CC(=C4)O)C5=CC=C(C=C5)O. Cell line: KM12. Synergy scores: CSS=4.64, Synergy_ZIP=1.50, Synergy_Bliss=8.13, Synergy_Loewe=1.98, Synergy_HSA=2.80. (2) Drug 1: CN(C)C1=NC(=NC(=N1)N(C)C)N(C)C. Drug 2: CCN(CC)CCNC(=O)C1=C(NC(=C1C)C=C2C3=C(C=CC(=C3)F)NC2=O)C. Cell line: DU-145. Synergy scores: CSS=-3.85, Synergy_ZIP=2.27, Synergy_Bliss=1.69, Synergy_Loewe=-3.23, Synergy_HSA=-2.35. (3) Drug 1: C1=NC2=C(N=C(N=C2N1C3C(C(C(O3)CO)O)O)F)N. Drug 2: C1CNP(=O)(OC1)N(CCCl)CCCl. Cell line: A498. Synergy scores: CSS=8.22, Synergy_ZIP=-2.98, Synergy_Bliss=-4.02, Synergy_Loewe=-27.4, Synergy_HSA=-3.73. (4) Drug 1: C1=CC(=CC=C1C#N)C(C2=CC=C(C=C2)C#N)N3C=NC=N3. Drug 2: C1=NNC2=C1C(=O)NC=N2. Cell line: SN12C. Synergy scores: CSS=2.94, Synergy_ZIP=-2.19, Synergy_Bliss=-5.10, Synergy_Loewe=-4.78, Synergy_HSA=-4.26. (5) Drug 1: C1C(C(OC1N2C=NC3=C(N=C(N=C32)Cl)N)CO)O. Drug 2: CN1C2=C(C=C(C=C2)N(CCCl)CCCl)N=C1CCCC(=O)O.Cl. Cell line: SNB-19. Synergy scores: CSS=30.6, Synergy_ZIP=-7.89, Synergy_Bliss=-5.27, Synergy_Loewe=-47.9, Synergy_HSA=-5.97.